Task: Predict which catalyst facilitates the given reaction.. Dataset: Catalyst prediction with 721,799 reactions and 888 catalyst types from USPTO (1) The catalyst class is: 18. Reactant: [CH2:1]([O:4][CH2:5][CH2:6]Cl)[CH2:2]Cl.C([O-])([O-])=O.[K+].[K+].[O:14]=[C:15]([CH3:21])[CH2:16][C:17]([O:19][CH3:20])=[O:18]. Product: [C:15]([C:16]1([C:17]([O:19][CH3:20])=[O:18])[CH2:6][CH2:5][O:4][CH2:1][CH2:2]1)(=[O:14])[CH3:21]. (2) Reactant: [CH2:1]([O:3][C:4]([C:6]1([C:11]([O:13]CC)=[O:12])[CH2:9][CH:8]([OH:10])[CH2:7]1)=[O:5])[CH3:2].[OH-].[Na+]. Product: [CH2:1]([O:3][C:4]([C:6]1([C:11]([OH:13])=[O:12])[CH2:9][CH:8]([OH:10])[CH2:7]1)=[O:5])[CH3:2]. The catalyst class is: 40. (3) Product: [C:1]([S:4][CH:7]([CH2:12][CH2:13][CH2:14][CH2:15][Br:16])[C:8]([O:10][CH3:11])=[O:9])(=[O:3])[CH3:2]. The catalyst class is: 16. Reactant: [C:1](=[S:4])([O-:3])[CH3:2].[K+].Br[CH:7]([CH2:12][CH2:13][CH2:14][CH2:15][Br:16])[C:8]([O:10][CH3:11])=[O:9]. (4) Reactant: [CH2:1]([CH:3]([CH2:20][CH3:21])[C:4]([NH:6][C:7]1[CH:12]=[CH:11][C:10]([N:13]2[CH2:18][CH2:17][NH:16][CH2:15][CH2:14]2)=[C:9]([F:19])[CH:8]=1)=[O:5])[CH3:2].Cl[CH:23]([C:30]1[CH:35]=[CH:34][CH:33]=[CH:32][CH:31]=1)[C:24]1[CH:29]=[CH:28][CH:27]=[CH:26][CH:25]=1.C([O-])([O-])=O.[Na+].[Na+]. Product: [CH:23]([N:16]1[CH2:15][CH2:14][N:13]([C:10]2[CH:11]=[CH:12][C:7]([NH:6][C:4](=[O:5])[CH:3]([CH2:1][CH3:2])[CH2:20][CH3:21])=[CH:8][C:9]=2[F:19])[CH2:18][CH2:17]1)([C:24]1[CH:29]=[CH:28][CH:27]=[CH:26][CH:25]=1)[C:30]1[CH:35]=[CH:34][CH:33]=[CH:32][CH:31]=1. The catalyst class is: 31. (5) Reactant: [NH:1]1[C:9]2[C:4](=[CH:5][CH:6]=[CH:7][CH:8]=2)[CH2:3][C:2]1=[O:10].[Li+].C[Si]([N-][Si](C)(C)C)(C)C.C1COCC1.[CH3:26][O:27][CH:28]([O:40][CH3:41])[CH2:29][C:30]1[CH:31]=[C:32]2[C:36](=[CH:37][CH:38]=1)[C:35](=O)[O:34][CH2:33]2.S(=O)(=O)(O)O. Product: [CH3:26][O:27][CH:28]([O:40][CH3:41])[CH2:29][C:30]1[CH:31]=[C:32]2[C:36](=[CH:37][CH:38]=1)[C:35](=[C:3]1[C:4]3[C:9](=[CH:8][CH:7]=[CH:6][CH:5]=3)[NH:1][C:2]1=[O:10])[O:34][CH2:33]2. The catalyst class is: 20. (6) Reactant: C(OC([N:8]1[CH2:12][C@@H:11]([CH2:13][N:14]([CH:32]([CH3:34])[CH3:33])[C:15]([C:17]2[CH:25]=[C:24]3[C:20]([C:21]([CH3:31])=[CH:22][N:23]3[CH2:26][CH2:27][CH2:28][O:29][CH3:30])=[CH:19][CH:18]=2)=[O:16])[C@H:10]([NH2:35])[CH2:9]1)=O)(C)(C)C.Cl[C:37]([O:39][CH2:40][C:41]1[CH:46]=[CH:45][CH:44]=[CH:43][CH:42]=1)=[O:38].CC#N.O.CC#N. Product: [CH2:40]([O:39][C:37](=[O:38])[NH:35][C@H:10]1[C@H:11]([CH2:13][N:14]([CH:32]([CH3:33])[CH3:34])[C:15]([C:17]2[CH:25]=[C:24]3[C:20]([C:21]([CH3:31])=[CH:22][N:23]3[CH2:26][CH2:27][CH2:28][O:29][CH3:30])=[CH:19][CH:18]=2)=[O:16])[CH2:12][NH:8][CH2:9]1)[C:41]1[CH:46]=[CH:45][CH:44]=[CH:43][CH:42]=1. The catalyst class is: 6. (7) Reactant: [NH2:1][CH2:2][CH2:3][C:4]1[CH:5]=[C:6]([CH:40]=[CH:41][CH:42]=1)[O:7][CH2:8][CH2:9][C:10]1[CH:11]=[CH:12][C:13]([O:32][CH2:33][C:34]2[CH:39]=[CH:38][CH:37]=[CH:36][CH:35]=2)=[C:14]([C@@H:16]([C:26]2[CH:31]=[CH:30][CH:29]=[CH:28][CH:27]=2)[CH2:17][CH2:18][N:19]([CH:23]([CH3:25])[CH3:24])[CH:20]([CH3:22])[CH3:21])[CH:15]=1.[I-].[K+].C(=O)([O-])O.[Na+].[CH2:50]([O:57][C:58]1[CH:63]=[CH:62][C:61]([C@@H:64]([O:67][Si:68]([C:71]([CH3:74])([CH3:73])[CH3:72])([CH3:70])[CH3:69])[CH2:65]Br)=[CH:60][C:59]=1[NH:75][S:76]([CH3:79])(=[O:78])=[O:77])[C:51]1[CH:56]=[CH:55][CH:54]=[CH:53][CH:52]=1.C(#N)CC. Product: [NH3:1].[CH2:50]([O:57][C:58]1[CH:63]=[CH:62][C:61]([C@@H:64]([O:67][Si:68]([C:71]([CH3:72])([CH3:74])[CH3:73])([CH3:70])[CH3:69])[CH2:65][NH:1][CH2:2][CH2:3][C:4]2[CH:42]=[CH:41][CH:40]=[C:6]([O:7][CH2:8][CH2:9][C:10]3[CH:11]=[CH:12][C:13]([O:32][CH2:33][C:34]4[CH:39]=[CH:38][CH:37]=[CH:36][CH:35]=4)=[C:14]([C@@H:16]([C:26]4[CH:27]=[CH:28][CH:29]=[CH:30][CH:31]=4)[CH2:17][CH2:18][N:19]([CH:20]([CH3:22])[CH3:21])[CH:23]([CH3:25])[CH3:24])[CH:15]=3)[CH:5]=2)=[CH:60][C:59]=1[NH:75][S:76]([CH3:79])(=[O:77])=[O:78])[C:51]1[CH:56]=[CH:55][CH:54]=[CH:53][CH:52]=1. The catalyst class is: 84. (8) Reactant: [CH2:1]([O:8][C:9]1[CH:17]=[CH:16][C:12]([C:13]([OH:15])=O)=[C:11]([O:18][CH3:19])[CH:10]=1)[C:2]1[CH:7]=[CH:6][CH:5]=[CH:4][CH:3]=1.CN(C(ON1N=NC2C=CC=CC1=2)=[N+](C)C)C.F[P-](F)(F)(F)(F)F.[CH3:44][N:45]1[CH2:50][CH2:49][NH:48][CH2:47][CH2:46]1.CCN(C(C)C)C(C)C.[OH-].[Na+]. Product: [CH2:1]([O:8][C:9]1[CH:17]=[CH:16][C:12]([C:13]([N:48]2[CH2:49][CH2:50][N:45]([CH3:44])[CH2:46][CH2:47]2)=[O:15])=[C:11]([O:18][CH3:19])[CH:10]=1)[C:2]1[CH:3]=[CH:4][CH:5]=[CH:6][CH:7]=1. The catalyst class is: 3. (9) Reactant: C[O:2][C:3]([C:5]1[CH:10]=[C:9]([Br:11])[C:8](=[O:12])[N:7]([CH2:13][C:14]2[CH:19]=[CH:18][C:17]([C:20]#[N:21])=[CH:16][CH:15]=2)[C:6]=1[CH2:22][N:23]([CH2:34][C:35]([O:37][CH3:38])=[O:36])S(C1C=CC(C)=CC=1)(=O)=O)=O.C[O-].[Na+].Cl. Product: [CH3:38][O:37][C:35]([C:34]1[C:3]([OH:2])=[C:5]2[C:6](=[CH:22][N:23]=1)[N:7]([CH2:13][C:14]1[CH:15]=[CH:16][C:17]([C:20]#[N:21])=[CH:18][CH:19]=1)[C:8](=[O:12])[C:9]([Br:11])=[CH:10]2)=[O:36]. The catalyst class is: 5. (10) Reactant: [N:1]([CH2:4][C@H:5]([CH3:22])[C@H:6]([C@H:15]1[CH2:19][O:18]C(C)(C)[O:16]1)[O:7][Si:8]([C:11]([CH3:14])([CH3:13])[CH3:12])([CH3:10])[CH3:9])=[N+:2]=[N-:3].CC1C=CC(S([O-])(=O)=O)=CC=1.C1C=C[NH+]=CC=1. Product: [N:1]([CH2:4][C@H:5]([CH3:22])[C@@H:6]([O:7][Si:8]([C:11]([CH3:14])([CH3:13])[CH3:12])([CH3:10])[CH3:9])[C@H:15]([OH:16])[CH2:19][OH:18])=[N+:2]=[N-:3]. The catalyst class is: 5.